Dataset: NCI-60 drug combinations with 297,098 pairs across 59 cell lines. Task: Regression. Given two drug SMILES strings and cell line genomic features, predict the synergy score measuring deviation from expected non-interaction effect. (1) Drug 1: CC=C1C(=O)NC(C(=O)OC2CC(=O)NC(C(=O)NC(CSSCCC=C2)C(=O)N1)C(C)C)C(C)C. Drug 2: C1C(C(OC1N2C=NC3=C2NC=NCC3O)CO)O. Cell line: HL-60(TB). Synergy scores: CSS=62.5, Synergy_ZIP=-1.68, Synergy_Bliss=-6.20, Synergy_Loewe=-64.9, Synergy_HSA=-5.66. (2) Drug 1: C1C(C(OC1N2C=NC3=C(N=C(N=C32)Cl)N)CO)O. Drug 2: CCC1(C2=C(COC1=O)C(=O)N3CC4=CC5=C(C=CC(=C5CN(C)C)O)N=C4C3=C2)O.Cl. Cell line: UACC-257. Synergy scores: CSS=10.8, Synergy_ZIP=-7.85, Synergy_Bliss=-6.35, Synergy_Loewe=-6.54, Synergy_HSA=-4.61. (3) Drug 1: CCN(CC)CCCC(C)NC1=C2C=C(C=CC2=NC3=C1C=CC(=C3)Cl)OC. Drug 2: CC1=C(C(=O)C2=C(C1=O)N3CC4C(C3(C2COC(=O)N)OC)N4)N. Cell line: SK-MEL-28. Synergy scores: CSS=24.5, Synergy_ZIP=-8.38, Synergy_Bliss=-3.26, Synergy_Loewe=-6.74, Synergy_HSA=-0.685. (4) Drug 1: C1=CN(C=N1)CC(O)(P(=O)(O)O)P(=O)(O)O. Drug 2: CC(C)(C#N)C1=CC(=CC(=C1)CN2C=NC=N2)C(C)(C)C#N. Cell line: SR. Synergy scores: CSS=-5.03, Synergy_ZIP=-1.22, Synergy_Bliss=-7.01, Synergy_Loewe=-9.35, Synergy_HSA=-7.49.